Dataset: Full USPTO retrosynthesis dataset with 1.9M reactions from patents (1976-2016). Task: Predict the reactants needed to synthesize the given product. (1) Given the product [CH3:22][C:23]1([C:28]2[CH:38]=[CH:37][C:31]([C:32]([O:34][CH2:35][CH3:36])=[O:33])=[CH:30][C:29]=2[NH:21][C:18]2[CH:17]=[CH:16][C:15]([N:13]3[CH2:14][CH:11]([O:10][CH2:9][CH2:8][O:7][CH:2]4[CH2:3][CH2:4][CH2:5][CH2:6][O:1]4)[CH2:12]3)=[CH:20][CH:19]=2)[O:24][CH2:25][CH2:26][O:27]1, predict the reactants needed to synthesize it. The reactants are: [O:1]1[CH2:6][CH2:5][CH2:4][CH2:3][CH:2]1[O:7][CH2:8][CH2:9][O:10][CH:11]1[CH2:14][N:13]([C:15]2[CH:20]=[CH:19][C:18]([NH2:21])=[CH:17][CH:16]=2)[CH2:12]1.[CH3:22][C:23]1([C:28]2[CH:38]=[CH:37][C:31]([C:32]([O:34][CH2:35][CH3:36])=[O:33])=[CH:30][C:29]=2OS(C(F)(F)F)(=O)=O)[O:27][CH2:26][CH2:25][O:24]1.C1(P(C2C=CC=CC=2)C2C=CC3C(=CC=CC=3)C=2C2C3C(=CC=CC=3)C=CC=2P(C2C=CC=CC=2)C2C=CC=CC=2)C=CC=CC=1.C(=O)([O-])[O-].[Cs+].[Cs+]. (2) Given the product [CH:1]1([CH2:4][N:5]2[CH2:27][C@@H:26]([CH2:28][OH:29])[N:8]3[C:9]4[CH:10]=[CH:11][C:12]([O:16][CH:17]5[CH2:18][CH2:19][N:20]([CH:23]([CH3:25])[CH3:24])[CH2:21][CH2:22]5)=[CH:13][C:14]=4[CH:15]=[C:7]3[C:6]2=[O:39])[CH2:3][CH2:2]1, predict the reactants needed to synthesize it. The reactants are: [CH:1]1([CH2:4][N:5]2[CH2:27][C@@H:26]([CH:28](C(C)(C)C(C)C)[O:29][SiH](C)C)[N:8]3[C:9]4[CH:10]=[CH:11][C:12]([O:16][CH:17]5[CH2:22][CH2:21][N:20]([CH:23]([CH3:25])[CH3:24])[CH2:19][CH2:18]5)=[CH:13][C:14]=4[CH:15]=[C:7]3[C:6]2=[O:39])[CH2:3][CH2:2]1.[F-].C([N+](CCCC)(CCCC)CCCC)CCC. (3) Given the product [CH3:5][O:6][C:7]1[CH:8]=[C:9]2[C:10](=[C:11]3[CH2:12][C:13]([CH3:16])([CH3:17])[O:14][C:15]=13)[C:31]([C:32]1[CH:37]=[CH:36][CH:35]=[CH:34][CH:33]=1)=[N:38][C:19]([CH3:21])([CH3:20])[CH:18]2[OH:27], predict the reactants needed to synthesize it. The reactants are: [Cl-].[Al+3].[Cl-].[Cl-].[CH3:5][O:6][C:7]1[C:15]2[O:14][C:13]([CH3:17])([CH3:16])[CH2:12][C:11]=2[CH:10]=[C:9]([CH:18]=[C:19]([CH3:21])[CH3:20])[CH:8]=1.BrBr.C([O:27]C(C)C)(C)C.[C:31](#[N:38])[C:32]1[CH:37]=[CH:36][CH:35]=[CH:34][CH:33]=1.